From a dataset of Catalyst prediction with 721,799 reactions and 888 catalyst types from USPTO. Predict which catalyst facilitates the given reaction. Reactant: CCCCCCC.C([O:15][C@@H:16]1[C@@H:21]([O:22]CC2C=CC=CC=2)[C@H:20]([O:30]CC2C=CC=CC=2)[C@@H:19]([CH2:38][O:39]CC2C=CC=CC=2)[O:18][C@H:17]1[C:47]1[CH:52]=[CH:51][CH:50]=[C:49]([CH2:53][C:54]2[S:55][C:56]3[CH:62]=[CH:61][CH:60]=[CH:59][C:57]=3[CH:58]=2)[CH:48]=1)C1C=CC=CC=1.CC1C(C)=C(C)C(C)=C(C)C=1.CO. Product: [S:55]1[C:56]2[CH:62]=[CH:61][CH:60]=[CH:59][C:57]=2[CH:58]=[C:54]1[CH2:53][C:49]1[CH:48]=[C:47]([C@@H:17]2[O:18][C@H:19]([CH2:38][OH:39])[C@@H:20]([OH:30])[C@H:21]([OH:22])[C@H:16]2[OH:15])[CH:52]=[CH:51][CH:50]=1. The catalyst class is: 426.